This data is from Full USPTO retrosynthesis dataset with 1.9M reactions from patents (1976-2016). The task is: Predict the reactants needed to synthesize the given product. Given the product [CH2:1]([NH:3][C:4]([NH:6][C:7]1[N:8]=[CH:9][C:10]([C:23]2[S:24][C:25]([C:28]([O:30][CH3:31])=[O:29])=[CH:26][N:27]=2)=[CH:11][CH:12]=1)=[O:5])[CH3:2], predict the reactants needed to synthesize it. The reactants are: [CH2:1]([NH:3][C:4]([NH:6][C:7]1[CH:12]=[CH:11][C:10](B2OC(C)(C)C(C)(C)O2)=[CH:9][N:8]=1)=[O:5])[CH3:2].Br[C:23]1[S:24][C:25]([C:28]([O:30][CH3:31])=[O:29])=[CH:26][N:27]=1.C(=O)([O-])[O-].[Cs+].[Cs+].